From a dataset of Forward reaction prediction with 1.9M reactions from USPTO patents (1976-2016). Predict the product of the given reaction. (1) Given the reactants [OH:1][C:2]1[CH:3]=[CH:4][C:5]([CH3:8])=[N:6][CH:7]=1.F[C:10]1[CH:15]=[CH:14][C:13]([N+:16]([O-:18])=[O:17])=[CH:12][CH:11]=1.C([O-])([O-])=O.[K+].[K+].O, predict the reaction product. The product is: [CH3:8][C:5]1[N:6]=[CH:7][C:2]([O:1][C:10]2[CH:15]=[CH:14][C:13]([N+:16]([O-:18])=[O:17])=[CH:12][CH:11]=2)=[CH:3][CH:4]=1. (2) Given the reactants [N:1]1[N:2]=[C:3]([C:10]2[CH:19]=[CH:18][C:17]3[C:12](=[C:13]([N:20]4[CH2:25][CH2:24][C:23]([NH:27]C(=O)OCC5C=CC=CC=5)([CH3:26])[CH2:22][CH2:21]4)[CH:14]=[CH:15][CH:16]=3)[N:11]=2)[N:4]2[CH:9]=[CH:8][CH:7]=[CH:6][C:5]=12.Cl, predict the reaction product. The product is: [N:1]1[N:2]=[C:3]([C:10]2[CH:19]=[CH:18][C:17]3[C:12](=[C:13]([N:20]4[CH2:21][CH2:22][C:23]([CH3:26])([NH2:27])[CH2:24][CH2:25]4)[CH:14]=[CH:15][CH:16]=3)[N:11]=2)[N:4]2[CH:9]=[CH:8][CH:7]=[CH:6][C:5]=12. (3) Given the reactants [CH:1]1([S:11][C:12]2[CH:13]=[C:14]([N:18]3[C:27](=[O:28])[C:26]4[C:21](=[CH:22][CH:23]=[CH:24][CH:25]=4)[NH:20][C:19]3=[O:29])[CH:15]=[CH:16][CH:17]=2)[C:10]2[C:5](=[CH:6][CH:7]=[CH:8][CH:9]=2)[CH2:4][CH2:3][CH2:2]1.ClC1C=CC=C(C(OO)=[O:38])C=1.[OH2:41], predict the reaction product. The product is: [CH:1]1([S:11]([C:12]2[CH:13]=[C:14]([N:18]3[C:27](=[O:28])[C:26]4[C:21](=[CH:22][CH:23]=[CH:24][CH:25]=4)[NH:20][C:19]3=[O:29])[CH:15]=[CH:16][CH:17]=2)(=[O:38])=[O:41])[C:10]2[C:5](=[CH:6][CH:7]=[CH:8][CH:9]=2)[CH2:4][CH2:3][CH2:2]1. (4) Given the reactants C1COCC1.[C:6]([O:10][CH3:11])(=[O:9])[C:7]#[CH:8].[Li]CCCC.[Cl:17][C:18]1[CH:19]=[C:20]([CH:23]=[CH:24][CH:25]=1)[CH:21]=[O:22], predict the reaction product. The product is: [Cl:17][C:18]1[CH:19]=[C:20]([CH:21]([OH:22])[C:8]#[C:7][C:6]([O:10][CH3:11])=[O:9])[CH:23]=[CH:24][CH:25]=1. (5) Given the reactants [C:1]([C:5]1[N:10]=[C:9]([N:11]2[CH2:16][CH2:15][N:14]([CH2:17][CH2:18][CH2:19]Cl)[CH2:13][CH2:12]2)[CH:8]=[C:7]([CH:21]2[CH2:24][CH2:23][CH2:22]2)[N:6]=1)([CH3:4])([CH3:3])[CH3:2].[CH3:25][N:26]1[C:30]([C:31]([F:34])([F:33])[F:32])=[N:29][N:28]=[C:27]1[SH:35].[I-].[K+].O, predict the reaction product. The product is: [C:1]([C:5]1[N:10]=[C:9]([N:11]2[CH2:16][CH2:15][N:14]([CH2:17][CH2:18][CH2:19][S:35][C:27]3[N:26]([CH3:25])[C:30]([C:31]([F:33])([F:32])[F:34])=[N:29][N:28]=3)[CH2:13][CH2:12]2)[CH:8]=[C:7]([CH:21]2[CH2:24][CH2:23][CH2:22]2)[N:6]=1)([CH3:4])([CH3:3])[CH3:2]. (6) Given the reactants [C:1]([C:3]1[CH:4]=[C:5]([C:9]2[CH2:13][CH2:12][CH2:11][C:10]=2[C:14]([O:16][CH3:17])=[O:15])[CH:6]=[CH:7][CH:8]=1)#[N:2], predict the reaction product. The product is: [C:1]([C:3]1[CH:4]=[C:5]([CH:9]2[CH2:13][CH2:12][CH2:11][CH:10]2[C:14]([O:16][CH3:17])=[O:15])[CH:6]=[CH:7][CH:8]=1)#[N:2].